Task: Regression/Classification. Given a drug SMILES string, predict its absorption, distribution, metabolism, or excretion properties. Task type varies by dataset: regression for continuous measurements (e.g., permeability, clearance, half-life) or binary classification for categorical outcomes (e.g., BBB penetration, CYP inhibition). Dataset: rlm.. Dataset: Rat liver microsome stability data The molecule is Cc1c(Nc2c(C#N)cncc2C=Cc2cccc(CN3CCN(CCO)CC3)n2)ccc2[nH]ccc12. The result is 0 (unstable in rat liver microsomes).